From a dataset of Full USPTO retrosynthesis dataset with 1.9M reactions from patents (1976-2016). Predict the reactants needed to synthesize the given product. (1) The reactants are: CC1(C)[O:7][CH2:6][CH:5]([CH2:8][C:9]2[CH:14]=[CH:13][CH:12]=[C:11]([CH2:15][C:16]3[N:17]=[C:18]([C:22]4[CH:27]=[CH:26][CH:25]=[CH:24][CH:23]=4)[O:19][C:20]=3[CH3:21])[CH:10]=2)[CH2:4][O:3]1.C1(C)C=CC(S([O-])(=O)=O)=CC=1.[NH+]1C=CC=CC=1. Given the product [OH:7][CH2:6][CH:5]([CH2:4][OH:3])[CH2:8][C:9]1[CH:10]=[C:11]([CH:12]=[CH:13][CH:14]=1)[CH2:15][C:16]1[N:17]=[C:18]([C:22]2[CH:27]=[CH:26][CH:25]=[CH:24][CH:23]=2)[O:19][C:20]=1[CH3:21], predict the reactants needed to synthesize it. (2) Given the product [C:14]([O:13][C:11]([NH:10][CH2:9][CH2:8][C@H:3]([NH:2][C:31]([C:27]1[C:26](=[O:34])[N:25]([CH:24]([C:18]2[CH:23]=[CH:22][CH:21]=[CH:20][CH:19]=2)[C:35]2[CH:36]=[CH:37][CH:38]=[CH:39][CH:40]=2)[CH:30]=[CH:29][CH:28]=1)=[O:32])[C:4]([O:6][CH3:7])=[O:5])=[O:12])([CH3:17])([CH3:16])[CH3:15], predict the reactants needed to synthesize it. The reactants are: Cl.[NH2:2][C@@H:3]([CH2:8][CH2:9][NH:10][C:11]([O:13][C:14]([CH3:17])([CH3:16])[CH3:15])=[O:12])[C:4]([O:6][CH3:7])=[O:5].[C:18]1([CH:24]([C:35]2[CH:40]=[CH:39][CH:38]=[CH:37][CH:36]=2)[N:25]2[CH:30]=[CH:29][CH:28]=[C:27]([C:31](O)=[O:32])[C:26]2=[O:34])[CH:23]=[CH:22][CH:21]=[CH:20][CH:19]=1.CN(C(ON1N=NC2C=CC=CC1=2)=[N+](C)C)C.F[P-](F)(F)(F)(F)F.CCN(C(C)C)C(C)C. (3) Given the product [CH3:24][N:25]([C:26]1[CH:27]=[N:28][CH:29]=[CH:30][CH:31]=1)[C:7]([C:6]1[CH:5]=[C:4]([Cl:10])[S:3][C:2]=1[Cl:1])=[O:8], predict the reactants needed to synthesize it. The reactants are: [Cl:1][C:2]1[S:3][C:4]([Cl:10])=[CH:5][C:6]=1[C:7](O)=[O:8].C(Cl)(=O)C(Cl)=O.C(N(CC)CC)C.[CH3:24][NH:25][C:26]1[CH:27]=[N:28][CH:29]=[CH:30][CH:31]=1. (4) Given the product [CH3:1][O:2][C:3]1[CH:8]=[CH:7][N:6]([C:9]2[CH:10]=[CH:11][C:12]([N:15]3[CH2:16][CH2:17][N:18]([CH2:23][CH2:24][CH2:25][CH2:26][CH2:27][C:28]4[C:36]5[C:31](=[CH:32][CH:33]=[C:34]([C:37]#[N:38])[CH:35]=5)[NH:30][CH:29]=4)[CH2:19][CH2:20]3)=[CH:13][CH:14]=2)[C:5](=[O:21])[CH:4]=1, predict the reactants needed to synthesize it. The reactants are: [CH3:1][O:2][C:3]1[CH:8]=[CH:7][N:6]([C:9]2[CH:14]=[CH:13][C:12]([N:15]3[CH2:20][CH2:19][NH:18][CH2:17][CH2:16]3)=[CH:11][CH:10]=2)[C:5](=[O:21])[CH:4]=1.Cl[CH2:23][CH2:24][CH2:25][CH2:26][CH2:27][C:28]1[C:36]2[C:31](=[CH:32][CH:33]=[C:34]([C:37]#[N:38])[CH:35]=2)[NH:30][CH:29]=1.C(=O)([O-])[O-].[K+].[K+].[I-].[K+]. (5) Given the product [CH3:8][C:6]1[O:7][C:3]([CH2:2][C:9]#[N:10])=[CH:4][N:5]=1, predict the reactants needed to synthesize it. The reactants are: Br[CH2:2][C:3]1[O:7][C:6]([CH3:8])=[N:5][CH:4]=1.[C-:9]#[N:10].[Na+].O.